From a dataset of Full USPTO retrosynthesis dataset with 1.9M reactions from patents (1976-2016). Predict the reactants needed to synthesize the given product. (1) Given the product [C:22]1([C:7]2[S:6](=[O:29])(=[O:28])[N:5]([CH2:31][C:32]3[CH:37]=[CH:36][N:35]=[CH:34][CH:33]=3)[C:9](=[O:10])[C:8]=2[NH:11][CH2:12][CH2:13][CH2:14][CH2:15][C:16]2[CH:21]=[CH:20][CH:19]=[CH:18][CH:17]=2)[CH:23]=[CH:24][CH:25]=[CH:26][CH:27]=1, predict the reactants needed to synthesize it. The reactants are: C([N:5]1[C:9](=[O:10])[C:8]([NH:11][CH2:12][CH2:13][CH2:14][CH2:15][C:16]2[CH:21]=[CH:20][CH:19]=[CH:18][CH:17]=2)=[C:7]([C:22]2[CH:27]=[CH:26][CH:25]=[CH:24][CH:23]=2)[S:6]1(=[O:29])=[O:28])(C)(C)C.Cl[CH2:31][C:32]1[CH:37]=[CH:36][N:35]=[CH:34][CH:33]=1. (2) Given the product [C:25]([CH2:27][C:28]([N:34]([CH:31]1[CH2:33][CH2:32]1)[CH2:35][C:36]1[CH:41]=[CH:40][CH:39]=[C:38]([CH3:42])[C:37]=1[CH3:43])=[O:30])#[N:26], predict the reactants needed to synthesize it. The reactants are: CN(C(ON1N=NC2C=CC=NC1=2)=[N+](C)C)C.F[P-](F)(F)(F)(F)F.[C:25]([CH2:27][C:28]([OH:30])=O)#[N:26].[CH:31]1([NH:34][CH2:35][C:36]2[CH:41]=[CH:40][CH:39]=[C:38]([CH3:42])[C:37]=2[CH3:43])[CH2:33][CH2:32]1.CCN(C(C)C)C(C)C. (3) Given the product [OH:19][C:7]([CH3:17])([CH2:6][CH2:5][C:4]1[C:9](=[O:8])[C:10]([CH3:13])=[C:11]([CH3:12])[C:2](=[O:1])[C:3]=1[CH3:18])[C:14]([NH2:16])=[O:15], predict the reactants needed to synthesize it. The reactants are: [OH:1][C:2]1[C:3]([CH3:18])=[C:4]2[C:9](=[C:10]([CH3:13])[C:11]=1[CH3:12])[O:8][C:7]([CH3:17])([C:14]([NH2:16])=[O:15])[CH2:6][CH2:5]2.[O:19]=[N+]([O-])[O-].[O-][N+](=O)[O-].[O-][N+](=O)[O-].[O-][N+](=O)[O-].[O-][N+](=O)[O-].[O-][N+](=O)[O-].[Ce+4].[NH4+].[NH4+]. (4) Given the product [CH2:1]([O:8][C:9](=[O:33])[NH:10][C@@H:11]([CH2:26][C:27]1[CH:32]=[CH:31][CH:30]=[CH:29][CH:28]=1)[CH2:12][NH:13][C:14](=[O:25])[C@@H:15]([CH3:16])[NH2:17])[C:2]1[CH:7]=[CH:6][CH:5]=[CH:4][CH:3]=1, predict the reactants needed to synthesize it. The reactants are: [CH2:1]([O:8][C:9](=[O:33])[NH:10][C@@H:11]([CH2:26][C:27]1[CH:32]=[CH:31][CH:30]=[CH:29][CH:28]=1)[CH2:12][NH:13][C:14](=[O:25])[C@H:15]([NH:17]C(OC(C)(C)C)=O)[CH3:16])[C:2]1[CH:7]=[CH:6][CH:5]=[CH:4][CH:3]=1.CO.C(O)(C(F)(F)F)=O. (5) Given the product [C:16]1([C:24]2[CH:29]=[CH:28][CH:27]=[CH:26][CH:25]=2)[CH:21]=[CH:20][CH:19]=[C:18]([CH2:22][N:6]2[CH2:7][CH2:8][N:15]3[C:13](=[O:14])[C:3]4[CH:4]=[N:5][N:6]([CH:7]([CH3:8])[CH3:12])[C:2]=4[N:1]=[C:3]3[CH2:2]2)[CH:17]=1, predict the reactants needed to synthesize it. The reactants are: [NH2:1][C:2]1[N:6]([C:7]2[CH:12]=CC=C[CH:8]=2)[N:5]=[CH:4][C:3]=1[C:13]([NH2:15])=[O:14].[C:16]1([C:24]2[CH:29]=[CH:28][CH:27]=[CH:26][CH:25]=2)[CH:21]=[CH:20][CH:19]=[C:18]([CH:22]=O)[CH:17]=1.C=O. (6) Given the product [CH2:1]([O:3][C:4]([N:6]1[CH2:12][CH:11]([CH3:13])[C:10]2[CH:14]=[C:15]([Br:17])[S:16][C:9]=2[CH2:8][CH2:7]1)=[O:5])[CH3:2], predict the reactants needed to synthesize it. The reactants are: [CH2:1]([O:3][C:4]([N:6]1[CH2:12][CH:11]([CH3:13])[C:10]2[CH:14]=[CH:15][S:16][C:9]=2[CH2:8][CH2:7]1)=[O:5])[CH3:2].[Br:17]N1C(=O)CCC1=O. (7) The reactants are: Cl.C(N=C=N[CH2:7][CH2:8][CH2:9][N:10]([CH3:12])C)C.[O:13]=[C:14]1[N:19]([C:20]2[CH:25]=[CH:24][C:23]([O:26][CH2:27][C:28]([F:31])([F:30])[F:29])=[CH:22][CH:21]=2)[C:18]([S:32][CH2:33][CH2:34][CH2:35][C:36]([OH:38])=O)=[N:17][C:16]2[CH:39]=[CH:40][NH:41][C:15]1=2.N1CCCC1.ON1C2C=CC=CC=2N=N1. Given the product [O:38]=[C:36]([N:10]1[CH2:9][CH2:8][CH2:7][CH2:12]1)[CH2:35][CH2:34][CH2:33][S:32][C:18]1[N:19]([C:20]2[CH:21]=[CH:22][C:23]([O:26][CH2:27][C:28]([F:29])([F:31])[F:30])=[CH:24][CH:25]=2)[C:14](=[O:13])[C:15]2[NH:41][CH:40]=[CH:39][C:16]=2[N:17]=1, predict the reactants needed to synthesize it. (8) Given the product [CH3:23][C:13]1[S:14][C:15]([C:16]2[CH:17]=[C:18]([CH3:22])[CH:19]=[CH:20][CH:21]=2)=[C:11]([C:9]([N:8]2[CH2:7][C@H:6]3[C@H:4]([CH2:5]3)[C@H:3]2[CH2:2][NH:1][C:33]([C:32]2[N:26]3[C:27]([S:28][CH:29]=[C:25]3[CH3:24])=[N:30][C:31]=2[CH3:36])=[O:34])=[O:10])[N:12]=1, predict the reactants needed to synthesize it. The reactants are: [NH2:1][CH2:2][C@H:3]1[N:8]([C:9]([C:11]2[N:12]=[C:13]([CH3:23])[S:14][C:15]=2[C:16]2[CH:17]=[C:18]([CH3:22])[CH:19]=[CH:20][CH:21]=2)=[O:10])[CH2:7][C@H:6]2[C@@H:4]1[CH2:5]2.[CH3:24][C:25]1[N:26]2[C:32]([C:33](O)=[O:34])=[C:31]([CH3:36])[N:30]=[C:27]2[S:28][CH:29]=1.